This data is from Experimentally validated miRNA-target interactions with 360,000+ pairs, plus equal number of negative samples. The task is: Binary Classification. Given a miRNA mature sequence and a target amino acid sequence, predict their likelihood of interaction. (1) The miRNA is hsa-miR-4661-5p with sequence AACUAGCUCUGUGGAUCCUGAC. The protein sequence of the target gene is MLEEPRPRPPPSGLAGLLFLALCSRALSNEILGLKLPGEPPLTANTVCLTLSGLSKRQLGLCLRNPDVTASALQGLHIAVHECQHQLRDQRWNCSALEGGGRLPHHSAILKRGFRESAFSFSMLAAGVMHAVATACSLGKLVSCGCGWKGSGEQDRLRAKLLQLQALSRGKSFPHSLPSPGPGSSPSPGPQDTWEWGGCNHDMDFGEKFSRDFLDSREAPRDIQARMRIHNNRVGRQVVTENLKRKCKCHGTSGSCQFKTCWRAAPEFRAVGAALRERLGRAIFIDTHNRNSGAFQPRLR.... Result: 0 (no interaction). (2) The miRNA is hsa-miR-3941 with sequence UUACACACAACUGAGGAUCAUA. The protein sequence of the target gene is METKRVEIPGSVLDDLCSRFILHIPSEERDNAIRVCFQIELAHWFYLDFYMQNTPGLPQCGIRDFAKAVFSHCPFLLPQGEDVEKVLDEWKEYKMGVPTYGAIILDETLENVLLVQGYLAKSGWGFPKGKVNKEEAPHDCAAREVFEETGFDIKDYICKDDYIELRINDQLARLYIIPGIPKDTKFNPKTRREIRNIEWFSIEKLPCHRNDMTPKSKLGLAPNKFFMAIPFIRPLRDWLSRRFGDSSDSDNGFSSTGSTPAKPTVEKLSRTKFRHSQQLFPDGSPGDQWVKHRQPLQQKP.... Result: 1 (interaction). (3) Result: 0 (no interaction). The protein sequence of the target gene is MAAEQDPEARAAARPLLTDLYQATMALGYWRAGRARDAAEFELFFRRCPFGGAFALAAGLRDCVRFLRAFRLRDADVQFLASVLPPDTDPAFFEHLRALDCSEVTVRALPEGSLAFPGVPLLQVSGPLLVVQLLETPLLCLVSYASLVATNAARLRLIAGPEKRLLEMGLRRAQGPDGGLTASTYSYLGGFDSSSNVLAGQLRGVPVAGTLAHSFVTSFSGSEVPPDPMLAPAAGEGPGVDLAAKAQVWLEQVCAHLGLGVQEPHPGERAAFVAYALAFPRAFQGLLDTYSVWRSGLPNF.... The miRNA is mmu-miR-1952 with sequence UCUCCACCCUCCUUCUG.